This data is from Reaction yield outcomes from USPTO patents with 853,638 reactions. The task is: Predict the reaction yield, written as a fraction of the theoretical maximum amount of product (1.0 means a 100% yield; for example, 0.34 means a 34% yield). (1) The reactants are [OH:1][C:2]([C:13]1[CH:18]=[CH:17][C:16]([OH:19])=[CH:15][CH:14]=1)([C:7]1[CH:12]=[CH:11][CH:10]=[CH:9][CH:8]=1)[C:3]([O:5][CH3:6])=[O:4].Br[CH2:21][CH2:22][CH2:23][CH2:24][CH:25]1[O:29][CH2:28][CH2:27][O:26]1. No catalyst specified. The product is [O:26]1[CH2:27][CH2:28][O:29][CH:25]1[CH2:24][CH2:23][CH2:22][CH2:21][O:19][C:16]1[CH:17]=[CH:18][C:13]([C:2]([OH:1])([C:7]2[CH:12]=[CH:11][CH:10]=[CH:9][CH:8]=2)[C:3]([O:5][CH3:6])=[O:4])=[CH:14][CH:15]=1. The yield is 1.03. (2) The reactants are [C:1]([O:5][C:6](=[O:13])[NH:7][CH:8]1[CH2:11][C:10](=O)[CH2:9]1)([CH3:4])([CH3:3])[CH3:2].C1(P(=[CH:33][C:34]([O:36][CH3:37])=[O:35])(C2C=CC=CC=2)C2C=CC=CC=2)C=CC=CC=1.O. The catalyst is C1(C)C=CC=CC=1. The product is [CH3:37][O:36][C:34](=[O:35])[CH:33]=[C:10]1[CH2:11][CH:8]([NH:7][C:6]([O:5][C:1]([CH3:4])([CH3:3])[CH3:2])=[O:13])[CH2:9]1. The yield is 0.960. (3) The reactants are S(=O)(O)[O-].[Na+:5].[NH:6]1[C:14]2[C:9](=[CH:10][CH:11]=[CH:12][CH:13]=2)[CH:8]=[C:7]1[S:15]([O-:18])(=[O:17])=[O:16].[Na+].[C:20](OC(=O)C)(=[O:22])[CH3:21]. No catalyst specified. The product is [C:20]([N:6]1[C:14]2[C:9](=[CH:10][CH:11]=[CH:12][CH:13]=2)[CH:8]=[C:7]1[S:15]([O-:18])(=[O:16])=[O:17])(=[O:22])[CH3:21].[Na+:5]. The yield is 0.930. (4) The reactants are [NH:1]1[C:9]2[C:4](=[CH:5][CH:6]=[CH:7][CH:8]=2)[C:3]([CH2:10][C:11]([OH:13])=[O:12])=[N:2]1.[CH2:14](O)[CH3:15]. No catalyst specified. The product is [NH:1]1[C:9]2[C:4](=[CH:5][CH:6]=[CH:7][CH:8]=2)[C:3]([CH2:10][C:11]([O:13][CH2:14][CH3:15])=[O:12])=[N:2]1. The yield is 0.878. (5) The reactants are [F:1][C:2]1[CH:3]=[C:4]([NH:16][C:17]2[N:18]=[C:19]([C:26]3[CH:27]=[C:28]([CH2:32][C:33]#[N:34])[CH:29]=[CH:30][CH:31]=3)[C:20]3[CH:25]=[CH:24][NH:23][C:21]=3[N:22]=2)[CH:5]=[CH:6][C:7]=1[N:8]1[CH2:13][CH2:12][N:11]([CH2:14][CH3:15])[CH2:10][CH2:9]1.[ClH:35]. The product is [ClH:35].[ClH:35].[F:1][C:2]1[CH:3]=[C:4]([NH:16][C:17]2[N:18]=[C:19]([C:26]3[CH:27]=[C:28]([CH2:32][C:33]#[N:34])[CH:29]=[CH:30][CH:31]=3)[C:20]3[CH:25]=[CH:24][NH:23][C:21]=3[N:22]=2)[CH:5]=[CH:6][C:7]=1[N:8]1[CH2:9][CH2:10][N:11]([CH2:14][CH3:15])[CH2:12][CH2:13]1. The yield is 1.00. The catalyst is C(Cl)(Cl)Cl.CC(O)C.O1CCOCC1. (6) The product is [N:13]1[C:22]2[C:17](=[CH:18][CH:19]=[CH:20][CH:21]=2)[CH:16]=[CH:15][C:14]=1[N:23]1[CH2:24][CH2:25][N:26]([CH2:29][CH2:30][CH2:31][CH2:32][NH:33][C:10]([C:2]2[N:1]=[C:5]3[N:6]=[CH:7][CH:8]=[CH:9][N:4]3[CH:3]=2)=[O:12])[CH2:27][CH2:28]1. The reactants are [N:1]1[C:2]([C:10]([OH:12])=O)=[CH:3][N:4]2[CH:9]=[CH:8][CH:7]=[N:6][C:5]=12.[N:13]1[C:22]2[C:17](=[CH:18][CH:19]=[CH:20][CH:21]=2)[CH:16]=[CH:15][C:14]=1[N:23]1[CH2:28][CH2:27][N:26]([CH2:29][CH2:30][CH2:31][CH2:32][NH2:33])[CH2:25][CH2:24]1. The catalyst is C(Cl)(Cl)Cl.CO. The yield is 0.310. (7) The reactants are C[C:2]1([CH3:27])[CH2:7][CH2:6][NH:5][S:4](=[O:9])(=[O:8])[N:3]1[CH2:10][C:11]1[CH:16]=[CH:15][C:14]([N:17]2[CH2:22][CH2:21][N:20]([C:23](=[O:25])[CH3:24])[CH2:19][CH2:18]2)=[CH:13][C:12]=1[F:26].[C:28]1(I)[CH:33]=[CH:32][CH:31]=[CH:30][CH:29]=1.CC1(C)C2C(=C(P(C3C=CC=CC=3)C3C=CC=CC=3)C=CC=2)OC2C(P(C3C=CC=CC=3)C3C=CC=CC=3)=CC=CC1=2.C([O-])([O-])=O.[Cs+].[Cs+]. The catalyst is O1CCOCC1.C1C=CC(/C=C/C(/C=C/C2C=CC=CC=2)=O)=CC=1.C1C=CC(/C=C/C(/C=C/C2C=CC=CC=2)=O)=CC=1.C1C=CC(/C=C/C(/C=C/C2C=CC=CC=2)=O)=CC=1.[Pd].[Pd]. The product is [F:26][C:12]1[CH:13]=[C:14]([N:17]2[CH2:18][CH2:19][N:20]([C:23](=[O:25])[CH3:24])[CH2:21][CH2:22]2)[CH:15]=[CH:16][C:11]=1[CH2:10][N:3]1[CH:2]([CH3:27])[CH2:7][CH2:6][N:5]([C:28]2[CH:33]=[CH:32][CH:31]=[CH:30][CH:29]=2)[S:4]1(=[O:9])=[O:8]. The yield is 0.250. (8) The reactants are [CH3:1][CH:2]([C:5]1[C:9](/[CH:10]=[CH:11]/[C:12]([O:14][CH2:15][CH3:16])=[O:13])=[CH:8][N:7]([C:17]2[CH:22]=[CH:21][C:20]([C:23]([F:26])([F:25])[F:24])=[CH:19][N:18]=2)[N:6]=1)[CH2:3][CH3:4]. The catalyst is [C].[Pd].O1CCCC1. The product is [CH3:1][CH:2]([C:5]1[C:9]([CH2:10][CH2:11][C:12]([O:14][CH2:15][CH3:16])=[O:13])=[CH:8][N:7]([C:17]2[CH:22]=[CH:21][C:20]([C:23]([F:25])([F:24])[F:26])=[CH:19][N:18]=2)[N:6]=1)[CH2:3][CH3:4]. The yield is 0.980. (9) The reactants are C(=O)([O-])[O-].[K+].[K+].[CH3:7][O:8][C:9]1[CH:14]=[CH:13][C:12]([CH:15]2[O:20][C@H:19]3[CH2:21][C@H:22]([N:24]4[C:28]5[N:29]=[CH:30][N:31]=[C:32]([CH3:33])[C:27]=5[C:26]([C:34]#[C:35][Si](C)(C)C)=[CH:25]4)[CH2:23][C@H:18]3[CH2:17][O:16]2)=[CH:11][CH:10]=1. The catalyst is CO.CCOC(C)=O. The product is [C:34]([C:26]1[C:27]2[C:32]([CH3:33])=[N:31][CH:30]=[N:29][C:28]=2[N:24]([C@H:22]2[CH2:21][C@@H:19]3[O:20][CH:15]([C:12]4[CH:11]=[CH:10][C:9]([O:8][CH3:7])=[CH:14][CH:13]=4)[O:16][CH2:17][C@@H:18]3[CH2:23]2)[CH:25]=1)#[CH:35]. The yield is 0.810.